This data is from Cav3 T-type calcium channel HTS with 100,875 compounds. The task is: Binary Classification. Given a drug SMILES string, predict its activity (active/inactive) in a high-throughput screening assay against a specified biological target. (1) The drug is Clc1ccc(C(=O)n2n(c(=O)c(c2C)CCO)C)cc1. The result is 0 (inactive). (2) The molecule is S(CC(=O)N1CCc2c(C1)cccc2)c1nc(cc(n1)C(F)(F)F)c1occc1. The result is 0 (inactive).